From a dataset of Peptide-MHC class I binding affinity with 185,985 pairs from IEDB/IMGT. Regression. Given a peptide amino acid sequence and an MHC pseudo amino acid sequence, predict their binding affinity value. This is MHC class I binding data. (1) The peptide sequence is LTQNTHRM. The MHC is H-2-Kb with pseudo-sequence H-2-Kb. The binding affinity (normalized) is 0. (2) The peptide sequence is YSLEYFQFVKK. The MHC is HLA-B18:01 with pseudo-sequence HLA-B18:01. The binding affinity (normalized) is 0.0847. (3) The peptide sequence is QMAPVSAMVR. The MHC is HLA-A11:01 with pseudo-sequence HLA-A11:01. The binding affinity (normalized) is 0.354. (4) The peptide sequence is TPLNDVVQA. The MHC is HLA-B07:02 with pseudo-sequence HLA-B07:02. The binding affinity (normalized) is 0.193. (5) The peptide sequence is QVKRREGMF. The MHC is HLA-A02:11 with pseudo-sequence HLA-A02:11. The binding affinity (normalized) is 0.0847. (6) The peptide sequence is RVLGRVLPY. The MHC is HLA-A32:01 with pseudo-sequence HLA-A32:01. The binding affinity (normalized) is 1.00.